Dataset: Forward reaction prediction with 1.9M reactions from USPTO patents (1976-2016). Task: Predict the product of the given reaction. (1) Given the reactants [NH2:1][C:2]1[C:11]([N+:12]([O-:14])=[O:13])=[C:10](Br)[CH:9]=[C:8]([O:16][CH3:17])[C:3]=1[C:4]([O:6][CH3:7])=[O:5].[C:18]1(B(O)O)[CH:23]=[CH:22][CH:21]=[CH:20][CH:19]=1.C(=O)([O-])[O-].[K+].[K+], predict the reaction product. The product is: [NH2:1][C:2]1[C:11]([N+:12]([O-:14])=[O:13])=[C:10]([C:18]2[CH:23]=[CH:22][CH:21]=[CH:20][CH:19]=2)[CH:9]=[C:8]([O:16][CH3:17])[C:3]=1[C:4]([O:6][CH3:7])=[O:5]. (2) Given the reactants [Si:1]([O:8][C@H:9]1[CH2:13][N:12]([C:14]([O:16][C:17]([CH3:20])([CH3:19])[CH3:18])=[O:15])[C@H:11]([CH2:21]OS(C)(=O)=O)[CH2:10]1)([C:4]([CH3:7])([CH3:6])[CH3:5])([CH3:3])[CH3:2].[C-:27]#[N:28].[Na+].O, predict the reaction product. The product is: [Si:1]([O:8][C@H:9]1[CH2:13][N:12]([C:14]([O:16][C:17]([CH3:19])([CH3:18])[CH3:20])=[O:15])[C@H:11]([CH2:21][C:27]#[N:28])[CH2:10]1)([C:4]([CH3:6])([CH3:7])[CH3:5])([CH3:3])[CH3:2]. (3) Given the reactants CC1(C)C(C)(C)OB([C:9]2[CH:17]=[C:16]([C:18]([F:21])([F:20])[F:19])[CH:15]=[C:14]3[C:10]=2[CH:11]=[N:12][NH:13]3)O1.Br[C:24]1[C:25]([CH3:36])=[N:26][N:27]([CH2:30][C:31]([O:33]CC)=[O:32])[C:28]=1[CH3:29], predict the reaction product. The product is: [CH3:36][C:25]1[C:24]([C:9]2[CH:17]=[C:16]([C:18]([F:19])([F:20])[F:21])[CH:15]=[C:14]3[C:10]=2[CH:11]=[N:12][NH:13]3)=[C:28]([CH3:29])[N:27]([CH2:30][C:31]([OH:33])=[O:32])[N:26]=1.